From a dataset of Full USPTO retrosynthesis dataset with 1.9M reactions from patents (1976-2016). Predict the reactants needed to synthesize the given product. (1) Given the product [F:8][C:6]1[CH:5]=[CH:4][C:3]([O:9][CH2:10][CH:11]([O:13][CH3:14])[CH3:12])=[C:2]([B:15]2[O:19][C:18]([CH3:21])([CH3:20])[C:17]([CH3:23])([CH3:22])[O:16]2)[CH:7]=1, predict the reactants needed to synthesize it. The reactants are: Br[C:2]1[CH:7]=[C:6]([F:8])[CH:5]=[CH:4][C:3]=1[O:9][CH2:10][CH:11]([O:13][CH3:14])[CH3:12].[B:15]1([B:15]2[O:19][C:18]([CH3:21])([CH3:20])[C:17]([CH3:23])([CH3:22])[O:16]2)[O:19][C:18]([CH3:21])([CH3:20])[C:17]([CH3:23])([CH3:22])[O:16]1.C([O-])(=O)C.[K+]. (2) Given the product [CH3:1][O:2][C:3](=[O:26])[CH2:4][C:5]1[C:14]([CH3:15])=[C:13]([C:28]2[CH:29]=[CH:30][C:31]([S:34][C:35]3[CH:40]=[CH:39][CH:38]=[C:37]([Cl:41])[CH:36]=3)=[CH:32][CH:33]=2)[C:12]2[C:7](=[CH:8][CH:9]=[C:10]([F:25])[CH:11]=2)[CH:6]=1, predict the reactants needed to synthesize it. The reactants are: [CH3:1][O:2][C:3](=[O:26])[CH2:4][C:5]1[C:14]([CH3:15])=[C:13](B2OC(C)(C)C(C)(C)O2)[C:12]2[C:7](=[CH:8][CH:9]=[C:10]([F:25])[CH:11]=2)[CH:6]=1.Br[C:28]1[CH:33]=[CH:32][C:31]([S:34][C:35]2[CH:40]=[CH:39][CH:38]=[C:37]([Cl:41])[CH:36]=2)=[CH:30][CH:29]=1.C(=O)(O)[O-].[Na+].O. (3) Given the product [Cl:1][C:2]1[CH:3]=[C:4]([CH:40]=[CH:41][CH:42]=1)[CH2:5][NH:6][C:7]([C:9]1[CH:10]=[CH:11][C:12]([CH3:39])=[C:13]([NH:15][C:16]([C:18]2[C:19](=[O:38])[NH:20][C:21]3[C:26]([CH:27]=2)=[CH:25][C:24]([OH:28])=[C:23]([O:36][CH3:37])[CH:22]=3)=[O:17])[CH:14]=1)=[O:8], predict the reactants needed to synthesize it. The reactants are: [Cl:1][C:2]1[CH:3]=[C:4]([CH:40]=[CH:41][CH:42]=1)[CH2:5][NH:6][C:7]([C:9]1[CH:10]=[CH:11][C:12]([CH3:39])=[C:13]([NH:15][C:16]([C:18]2[C:19](=[O:38])[NH:20][C:21]3[C:26]([CH:27]=2)=[CH:25][C:24]([O:28]CC2C=CC=CC=2)=[C:23]([O:36][CH3:37])[CH:22]=3)=[O:17])[CH:14]=1)=[O:8].B(Cl)(Cl)Cl. (4) Given the product [NH2:24][C@@H:9]([C:4]1[CH:5]=[C:6]([I:8])[CH:7]=[C:2]([F:1])[CH:3]=1)[CH2:10][N:11]([CH3:32])[S:12]([C:15]1[CH:20]=[CH:19][CH:18]=[CH:17][C:16]=1[N+:21]([O-:23])=[O:22])(=[O:14])=[O:13], predict the reactants needed to synthesize it. The reactants are: [F:1][C:2]1[CH:3]=[C:4]([C@H:9]([NH:24]C(=O)OC(C)(C)C)[CH2:10][NH:11][S:12]([C:15]2[CH:20]=[CH:19][CH:18]=[CH:17][C:16]=2[N+:21]([O-:23])=[O:22])(=[O:14])=[O:13])[CH:5]=[C:6]([I:8])[CH:7]=1.[C:32]([O-])([O-])=O.[K+].[K+].IC.Cl. (5) Given the product [CH2:11]([O:10][CH:9]([O:13][CH2:14][CH3:15])[C:5]1[C:4]([F:16])=[CH:3][C:2]([C:23]([OH:24])([CH3:25])[CH3:22])=[CH:7][C:6]=1[F:8])[CH3:12], predict the reactants needed to synthesize it. The reactants are: Br[C:2]1[CH:3]=[C:4]([F:16])[C:5]([CH:9]([O:13][CH2:14][CH3:15])[O:10][CH2:11][CH3:12])=[C:6]([F:8])[CH:7]=1.[Li]CCCC.[CH3:22][C:23]([CH3:25])=[O:24]. (6) Given the product [C:33]([C:26]1[CH:25]=[C:24]([CH2:23][O:22][C:18]2[CH:17]=[C:16]3[C:21](=[CH:20][CH:19]=2)[N:13]([C:11](=[O:12])[CH2:10][NH:9][CH2:8][CH2:7][C:6]([OH:42])=[O:5])[CH2:14][CH2:15]3)[CH:29]=[CH:28][C:27]=1[CH:30]([CH3:31])[CH3:32])#[N:34], predict the reactants needed to synthesize it. The reactants are: C([O:5][C:6](=[O:42])[CH2:7][CH2:8][N:9](C(OC(C)(C)C)=O)[CH2:10][C:11]([N:13]1[C:21]2[C:16](=[CH:17][C:18]([O:22][CH2:23][C:24]3[CH:29]=[CH:28][C:27]([CH:30]([CH3:32])[CH3:31])=[C:26]([C:33]#[N:34])[CH:25]=3)=[CH:19][CH:20]=2)[CH2:15][CH2:14]1)=[O:12])(C)(C)C. (7) Given the product [Br:1][C:2]1[CH:7]=[CH:6][N:5]=[C:4]([N:9]2[CH2:14][CH2:13][CH:12]([C:15]([O:17][CH2:18][CH3:19])=[O:16])[CH2:11][CH2:10]2)[CH:3]=1, predict the reactants needed to synthesize it. The reactants are: [Br:1][C:2]1[CH:7]=[CH:6][N:5]=[C:4](F)[CH:3]=1.[NH:9]1[CH2:14][CH2:13][CH:12]([C:15]([O:17][CH2:18][CH3:19])=[O:16])[CH2:11][CH2:10]1.C(=O)([O-])[O-].[K+].[K+]. (8) Given the product [N:1]1([CH2:15][C:16]2[CH:23]=[CH:22][C:19]([C:20]#[N:21])=[CH:18][CH:17]=2)[CH:5]=[N:4][CH:3]=[N:2]1, predict the reactants needed to synthesize it. The reactants are: [NH:1]1[CH:5]=[N:4][CH:3]=[N:2]1.C(=O)([O-])[O-].[Cs+].[Cs+].[I-].[K+].Br[CH2:15][C:16]1[CH:23]=[CH:22][C:19]([C:20]#[N:21])=[CH:18][CH:17]=1.